The task is: Predict which catalyst facilitates the given reaction.. This data is from Catalyst prediction with 721,799 reactions and 888 catalyst types from USPTO. (1) Reactant: [CH:1]([N:4]=[C:5]=[O:6])([CH3:3])[CH3:2].[Cl:7][C:8]1[C:13]2[N:14]=[C:15]([CH2:22][O:23][CH2:24][CH3:25])[N:16]([NH:17][CH2:18][CH2:19][CH2:20][NH2:21])[C:12]=2[C:11]([CH3:26])=[C:10]([CH3:27])[N:9]=1. Product: [Cl:7][C:8]1[C:13]2[N:14]=[C:15]([CH2:22][O:23][CH2:24][CH3:25])[N:16]([NH:17][CH2:18][CH2:19][CH2:20][NH:21][C:5]([NH:4][CH:1]([CH3:3])[CH3:2])=[O:6])[C:12]=2[C:11]([CH3:26])=[C:10]([CH3:27])[N:9]=1. The catalyst class is: 4. (2) Reactant: [Cl:1][C:2]1[CH:7]=[CH:6][CH:5]=[C:4]([Cl:8])[C:3]=1[C:9]1[NH:10][C:11]2[CH:17]=[C:16]([C:18]([NH:20][NH2:21])=[O:19])[CH:15]=[CH:14][C:12]=2[N:13]=1.[C:22]1([N:28]=[C:29]=S)[CH:27]=[CH:26][CH:25]=[CH:24][CH:23]=1.CCN=C=NCCCN(C)C.CCOC(C)=O. Product: [Cl:1][C:2]1[CH:7]=[CH:6][CH:5]=[C:4]([Cl:8])[C:3]=1[C:9]1[NH:10][C:11]2[CH:17]=[C:16]([C:18]3[O:19][C:29]([NH:28][C:22]4[CH:27]=[CH:26][CH:25]=[CH:24][CH:23]=4)=[N:21][N:20]=3)[CH:15]=[CH:14][C:12]=2[N:13]=1. The catalyst class is: 3. (3) The catalyst class is: 6. Reactant: Br[CH:2]([CH2:8][CH2:9]Br)[C:3]([O:5][CH2:6][CH3:7])=[O:4].C(N(CC)CC)C.[CH2:18]([NH2:25])[C:19]1[CH:24]=[CH:23][CH:22]=[CH:21][CH:20]=1. Product: [CH2:18]([N:25]1[CH2:9][CH2:8][CH:2]1[C:3]([O:5][CH2:6][CH3:7])=[O:4])[C:19]1[CH:24]=[CH:23][CH:22]=[CH:21][CH:20]=1. (4) Reactant: [CH2:1]([Mg]Br)[CH2:2][CH3:3].[F:6][C:7]([F:26])([F:25])[O:8][C:9]1[CH:14]=[CH:13][C:12]([N:15]2[CH2:19][CH:18]3[CH2:20][C:21](=[O:23])[CH2:22][CH:17]3[C:16]2=[O:24])=[CH:11][CH:10]=1.O. Product: [OH:23][C:21]1([CH2:1][CH2:2][CH3:3])[CH2:22][CH:17]2[C:16](=[O:24])[N:15]([C:12]3[CH:13]=[CH:14][C:9]([O:8][C:7]([F:6])([F:25])[F:26])=[CH:10][CH:11]=3)[CH2:19][CH:18]2[CH2:20]1. The catalyst class is: 1. (5) Reactant: N12CCCN=C1CCCCC2.Cl.[NH2:13][CH2:14][C:15]1[CH:23]=[CH:22][CH:21]=[C:20]2[C:16]=1[C:17](=[O:33])[N:18]([CH:25]1[CH2:30][CH2:29][C:28](=[O:31])[NH:27][C:26]1=[O:32])[C:19]2=[O:24].[CH:34]1([C:39](Cl)=[O:40])[CH2:38][CH2:37][CH2:36][CH2:35]1. Product: [O:32]=[C:26]1[CH:25]([N:18]2[C:17](=[O:33])[C:16]3[C:20](=[CH:21][CH:22]=[CH:23][C:15]=3[CH2:14][NH:13][C:39]([CH:34]3[CH2:38][CH2:37][CH2:36][CH2:35]3)=[O:40])[C:19]2=[O:24])[CH2:30][CH2:29][C:28](=[O:31])[NH:27]1. The catalyst class is: 23. (6) Reactant: [Cl:1][C:2]1[CH:32]=[CH:31][CH:30]=[C:29]([F:33])[C:3]=1[CH2:4][C@@H:5]([CH2:26][CH:27]=C)[C:6]([N:8]1[C@@H:12]([C:13]2[CH:18]=[CH:17][CH:16]=[CH:15][CH:14]=2)[C@@H:11]([C:19]2[CH:24]=[CH:23][CH:22]=[CH:21][CH:20]=2)[O:10][C:9]1=[O:25])=[O:7].[O:34]=O.N#N.S(C)C. Product: [Cl:1][C:2]1[CH:32]=[CH:31][CH:30]=[C:29]([F:33])[C:3]=1[CH2:4][C@H:5]([C:6](=[O:7])[N:8]1[C@@H:12]([C:13]2[CH:14]=[CH:15][CH:16]=[CH:17][CH:18]=2)[C@@H:11]([C:19]2[CH:24]=[CH:23][CH:22]=[CH:21][CH:20]=2)[O:10][C:9]1=[O:25])[CH2:26][CH:27]=[O:34]. The catalyst class is: 2. (7) Reactant: [F:1][C:2]1[CH:25]=[CH:24][C:5]([CH2:6][C:7]2[CH:8]=[C:9]([NH:16]C(OC(C)(C)C)=O)[C:10]([C:13]([O-:15])=[O:14])=[N:11][CH:12]=2)=[CH:4][CH:3]=1.F[C:27](F)(F)[C:28](O)=O. Product: [NH2:16][C:9]1[C:10]([C:13]([O:15][CH2:27][CH3:28])=[O:14])=[N:11][CH:12]=[C:7]([CH2:6][C:5]2[CH:4]=[CH:3][C:2]([F:1])=[CH:25][CH:24]=2)[CH:8]=1. The catalyst class is: 2. (8) Reactant: [CH3:1][O:2][C:3]1[CH:12]=[C:11]([CH3:13])[CH:10]=[CH:9][C:4]=1[C:5]([O:7][CH3:8])=[O:6].C(OOC(=O)C1C=CC=CC=1)(=O)C1C=CC=CC=1.[Br:32]N1C(=O)CCC1=O. Product: [Br:32][CH2:13][C:11]1[CH:10]=[CH:9][C:4]([C:5]([O:7][CH3:8])=[O:6])=[C:3]([O:2][CH3:1])[CH:12]=1. The catalyst class is: 22.